From a dataset of Experimentally validated miRNA-target interactions with 360,000+ pairs, plus equal number of negative samples. Binary Classification. Given a miRNA mature sequence and a target amino acid sequence, predict their likelihood of interaction. (1) The protein sequence of the target gene is MLRLPTVLRQMRPVSRALAPHLTRAYAKDVKFGADARALMLQGVDLLADAVAVTMGPKGRTVIIEQSWGSPKVTKDGVTVAKSIDLKDKYKNIGAKLVQDVANNTNEEAGDGTTTATVLARSIAKEGFEKISKGANPVEIRRGVMLAVDAVIAELKKQSKPVTTPEEIAQVATISANGDKDIGNIISDAMKKVGRKGVITVKDGKTLNDELEIIEGMKFDRGYISPYFINTSKGQKCEFQDAYVLLSEKKISSVQSIVPALEIANAHRKPLVIIAEDVDGEALSTLVLNRLKVGLQVVAV.... The miRNA is rno-miR-146a-5p with sequence UGAGAACUGAAUUCCAUGGGUU. Result: 0 (no interaction). (2) The miRNA is hsa-miR-224-3p with sequence AAAAUGGUGCCCUAGUGACUACA. The protein sequence of the target gene is MDCREMDLYEDYQSPFDFDAGVNKSYLYLSPSGNSSPPGSPTLQKFGLLRTDPVPEEGEDVAATISATETLSEEEQEELRRELAKVEEEIQTLSQVLAAKEKHLAEIKRKLGINSLQELKQNIAKGWQDVTATSAYKKTSETLSQAGQKASAAFSSVGSVITKKLEDVKNSPTFKSFEEKVENLKSKVGGTKPAGGDFGEVLNSAANASATTTEPLPEKTQESL. Result: 1 (interaction). (3) The miRNA is hsa-miR-4801 with sequence UACACAAGAAAACCAAGGCUCA. The protein sequence of the target gene is MFSHLPFDCVLLLLLLLLTRSSEVEYRAEVGQNAYLPCFYTPAAPGNLVPVCWGKGACPVFECGNVVLRTDERDVNYWTSRYWLNGDFRKGDVSLTIENVTLADSGIYCCRIQIPGIMNDEKFNLKLVIKPAKVTPAPTRQRDFTAAFPRMLTTRGHGPAETQTLGSLPDINLTQISTLANELRDSRLANDLRDSGATIRIGIYIGAGICAGLALALIFGALIFKWYSHSKEKIQNLSLISLANLPPSGLANAVAEGIRSEENIYTIEENVYEVEEPNEYYCYVSSRQQPSQPLGCRFAM.... Result: 0 (no interaction). (4) The miRNA is cel-miR-791-3p with sequence UUUGGCACUCCGCAGAUAAGGCAA. The protein sequence of the target gene is MAVAVAAAGVLMGSEPGPAEELAKLEYLSLVSKVCTELDNHLGINDKDLAEFVISLAEKNTTFDTFKASLVKNGAEFTDSLISNLLRLIQTMRPPAKPSTSKDPVVKPKTEKEKLRELFPVLCQPDNPSARTMLDEEDVKVAVDVLKELEALMPSAAGQEKQRDPEHRDRTKKKKRSRSRDRDRDRDRDRDRDRDRDRDRDKDRERDRDRERDRERDRERDHKRRHRSRSRSHSRTRERTKGKSRYRSRSRSQSPFKDRKDREKYGERNLDRWRDKHVDRPPPEEPAIGDIYNGKVTSIM.... Result: 0 (no interaction). (5) The miRNA is mmu-miR-329-3p with sequence AACACACCCAGCUAACCUUUUU. The protein sequence of the target gene is MASTNTNLQKAIDLASKAAQEDKAGNYEEALQLYQHAVQYFLHVVKYEAQGDKAKQSIRAKCTEYLDRAEKLKEYLKKKEKKPQKPVKEEQSGPVDEKGNDSDGEAESDDPEKKKLQNQLQGAIVIERPNVKWSDVAGLEGAKEALKEAVILPIKFPHLFTGKRTPWRGILLFGPPGTGKSYLAKAVATEANNSTFFSISSSDLVSKWLGESEKLVKNLFQLARENKPSIIFIDEIDSLCGSRSENESEAARRIKTEFLVQMQGVGVDNDGILVLGATNIPWVLDSAIRRRFEKRIYIPL.... Result: 1 (interaction).